From a dataset of Forward reaction prediction with 1.9M reactions from USPTO patents (1976-2016). Predict the product of the given reaction. (1) Given the reactants [OH:1][CH2:2][C:3]1[CH:4]=[C:5]([CH:16]=[CH:17][CH:18]=1)[CH2:6][CH:7]([C:12]([O:14][CH3:15])=[O:13])[C:8]([O:10][CH3:11])=[O:9].[Cl:19][C:20]1[CH:25]=[CH:24][C:23]([N:26]=[C:27]=[O:28])=[CH:22][CH:21]=1, predict the reaction product. The product is: [Cl:19][C:20]1[CH:25]=[CH:24][C:23]([NH:26][C:27]([O:1][CH2:2][C:3]2[CH:4]=[C:5]([CH:16]=[CH:17][CH:18]=2)[CH2:6][CH:7]([C:8]([O:10][CH3:11])=[O:9])[C:12]([O:14][CH3:15])=[O:13])=[O:28])=[CH:22][CH:21]=1. (2) Given the reactants Cl[C:2]1[C:3]([Cl:8])=[N:4][CH:5]=[CH:6][N:7]=1.[C:9]1(B(O)O)[CH:14]=[CH:13][CH:12]=[CH:11][CH:10]=1.C([O-])([O-])=O.[Na+].[Na+].C(Cl)Cl, predict the reaction product. The product is: [Cl:8][C:3]1[CH:2]=[N:7][CH:6]=[C:5]([C:9]2[CH:14]=[CH:13][CH:12]=[CH:11][CH:10]=2)[N:4]=1. (3) Given the reactants [CH:1]([O:4][C:5]1[C:6]2[CH:17]=[CH:16][CH:15]=[CH:14][C:7]=2[S:8][C:9]=1[C:10]([O:12]C)=[O:11])([CH3:3])[CH3:2].O.[OH-].[Li+].O, predict the reaction product. The product is: [CH:1]([O:4][C:5]1[C:6]2[CH:17]=[CH:16][CH:15]=[CH:14][C:7]=2[S:8][C:9]=1[C:10]([OH:12])=[O:11])([CH3:3])[CH3:2]. (4) Given the reactants [CH3:1][O:2][C:3]1[CH:10]=[C:9]([O:11][CH3:12])[C:8]([F:13])=[CH:7][C:4]=1[C:5]#N.[OH-:14].[Na+].Cl.C[OH:18], predict the reaction product. The product is: [F:13][C:8]1[C:9]([O:11][CH3:12])=[CH:10][C:3]([O:2][CH3:1])=[C:4]([CH:7]=1)[C:5]([OH:18])=[O:14].